From a dataset of Forward reaction prediction with 1.9M reactions from USPTO patents (1976-2016). Predict the product of the given reaction. Given the reactants CO[C:3]1[CH:8]=[CH:7][C:6]([C:9]2[C:10]([C:17]3[CH:22]=[CH:21][CH:20]=[CH:19][CH:18]=3)=[CH:11][C:12]([O:15][CH3:16])=[CH:13][CH:14]=2)=[CH:5][CH:4]=1.II.C1(C)C=CC=CC=1.C1[O:35][CH:33]1C, predict the reaction product. The product is: [CH3:33][O:35][C:21]1[CH:20]=[CH:19][C:18]2[C:7]3[C:6](=[CH:5][CH:4]=[CH:3][CH:8]=3)[C:9]3[C:10](=[CH:11][C:12]([O:15][CH3:16])=[CH:13][CH:14]=3)[C:17]=2[CH:22]=1.